Dataset: Forward reaction prediction with 1.9M reactions from USPTO patents (1976-2016). Task: Predict the product of the given reaction. (1) The product is: [CH2:15]([N:17]([CH2:18][CH3:19])[C:12]([CH:4]1[CH2:3][C:2](=[O:1])[C:11]2[C:6](=[CH:7][CH:8]=[CH:9][CH:10]=2)[S:5]1)=[O:13])[CH3:16]. Given the reactants [O:1]=[C:2]1[C:11]2[C:6](=[CH:7][CH:8]=[CH:9][CH:10]=2)[S:5][CH:4]([C:12](Cl)=[O:13])[CH2:3]1.[CH2:15]([NH:17][CH2:18][CH3:19])[CH3:16], predict the reaction product. (2) Given the reactants Br[C:2]1[C:10]2[N:9]3[CH2:11][CH2:12][NH:13][C:14](=[O:15])[C:8]3=[C:7]([CH3:16])[C:6]=2[CH:5]=[C:4]([C:17]#[N:18])[CH:3]=1.[Cl:19][C:20]1[CH:25]=[C:24](B(O)O)[CH:23]=[CH:22][N:21]=1, predict the reaction product. The product is: [Cl:19][C:20]1[CH:25]=[C:24]([C:2]2[C:10]3[N:9]4[CH2:11][CH2:12][NH:13][C:14](=[O:15])[C:8]4=[C:7]([CH3:16])[C:6]=3[CH:5]=[C:4]([C:17]#[N:18])[CH:3]=2)[CH:23]=[CH:22][N:21]=1. (3) Given the reactants [CH:1]1([NH2:10])[C:9]2[C:4](=[CH:5][CH:6]=[CH:7][CH:8]=2)[CH2:3][CH2:2]1.[C:11](Cl)(Cl)=[O:12].Cl.[CH3:16][N:17]1[CH2:22][CH2:21][N:20]([C:23]2[CH:28]=[C:27]([C:29]3[CH:38]=[C:37]4[C:32]([CH2:33][CH2:34][NH:35][CH2:36]4)=[CH:31][CH:30]=3)[N:26]=[C:25]([NH2:39])[N:24]=2)[CH2:19][CH2:18]1, predict the reaction product. The product is: [NH2:39][C:25]1[N:26]=[C:27]([C:29]2[CH:38]=[C:37]3[C:32]([CH2:33][CH2:34][N:35]([C:11]([NH:10][CH:1]4[C:9]5[C:4](=[CH:5][CH:6]=[CH:7][CH:8]=5)[CH2:3][CH2:2]4)=[O:12])[CH2:36]3)=[CH:31][CH:30]=2)[CH:28]=[C:23]([N:20]2[CH2:19][CH2:18][N:17]([CH3:16])[CH2:22][CH2:21]2)[N:24]=1. (4) Given the reactants C(OC([N:8]1[CH2:12][CH2:11][C@@H:10]([C:13]([NH:15][NH:16][C:17]([C@H:19]2[CH2:25][CH2:24][C@@H:23]3[CH2:26][N:20]2[C:21](=[O:32])[N:22]3[O:27][S:28]([OH:31])(=[O:30])=[O:29])=[O:18])=[O:14])[CH2:9]1)=O)(C)(C)C.FC(F)(F)C(O)=O, predict the reaction product. The product is: [NH:8]1[CH2:12][CH2:11][C@@H:10]([C:13]([NH:15][NH:16][C:17]([C@H:19]2[CH2:25][CH2:24][C@@H:23]3[CH2:26][N:20]2[C:21](=[O:32])[N:22]3[O:27][S:28](=[O:30])(=[O:29])[OH:31])=[O:18])=[O:14])[CH2:9]1. (5) Given the reactants [PH:1](=[O:4])([OH:3])[OH:2].C(OP(CC1C=C2C(=CC=1)CNCC2)(=O)[O:9][CH2:10][CH3:11])C.[C:24](O)(=[O:26])C.[C:28]([BH3-])#N.[Na+].[CH3:32][OH:33], predict the reaction product. The product is: [PH:1](=[O:2])([OH:4])[OH:3].[C:24]([O:9][CH2:10][CH3:11])(=[O:26])[CH:32]([CH3:28])[OH:33]. (6) Given the reactants [NH2:1][C:2]1[N:11]=[C:10]([CH3:12])[C:9]2[C:8](=[O:13])[CH2:7][CH:6]([C:14]3[CH:19]=[CH:18][CH:17]=[CH:16][C:15]=3Br)[CH2:5][C:4]=2[N:3]=1.[C:21]1([OH:27])[CH:26]=[CH:25][CH:24]=[CH:23][CH:22]=1.C(=O)([O-])[O-].[Cs+].[Cs+], predict the reaction product. The product is: [NH2:1][C:2]1[N:11]=[C:10]([CH3:12])[C:9]2[C:8](=[O:13])[CH2:7][CH:6]([C:14]3[CH:19]=[CH:18][CH:17]=[CH:16][C:15]=3[O:27][C:21]3[CH:26]=[CH:25][CH:24]=[CH:23][CH:22]=3)[CH2:5][C:4]=2[N:3]=1. (7) Given the reactants [CH:1]([C:3]1[CH:12]=[C:11]2[C:6]([CH2:7][CH2:8][N:9]([C:13]([O:15][CH2:16][C:17]3[CH:22]=[CH:21][CH:20]=[CH:19][CH:18]=3)=[O:14])[CH2:10]2)=[CH:5][C:4]=1[C:23]1[N:24]([CH3:34])[C:25]([CH3:33])=[C:26]([C:28]([O:30][CH2:31][CH3:32])=[O:29])[CH:27]=1)=[O:2].CC(=CC)C.CC(C)=[O:42].[O-]Cl=O.[Na+], predict the reaction product. The product is: [CH2:16]([O:15][C:13]([N:9]1[CH2:8][CH2:7][C:6]2[C:11](=[CH:12][C:3]([C:1]([OH:42])=[O:2])=[C:4]([C:23]3[N:24]([CH3:34])[C:25]([CH3:33])=[C:26]([C:28]([O:30][CH2:31][CH3:32])=[O:29])[CH:27]=3)[CH:5]=2)[CH2:10]1)=[O:14])[C:17]1[CH:22]=[CH:21][CH:20]=[CH:19][CH:18]=1.